Dataset: Full USPTO retrosynthesis dataset with 1.9M reactions from patents (1976-2016). Task: Predict the reactants needed to synthesize the given product. (1) Given the product [CH:9]1([O:12][C:13]2[CH:21]=[CH:20][C:19]3[N:18]4[CH2:22][CH2:23][CH2:24][C:17]4=[C:16]([I:1])[C:15]=3[CH:14]=2)[CH2:11][CH2:10]1, predict the reactants needed to synthesize it. The reactants are: [I:1]N1C(=O)CCC1=O.[CH:9]1([O:12][C:13]2[CH:21]=[CH:20][C:19]3[N:18]4[CH2:22][CH2:23][CH2:24][C:17]4=[CH:16][C:15]=3[CH:14]=2)[CH2:11][CH2:10]1. (2) Given the product [CH2:31]([NH:33][CH2:2][CH2:3][CH2:4][N:5]1[C:14]2[C:9](=[CH:10][C:11]([C:15]3[C:16]4[N:17]([N:23]=[C:24]([C:26]([F:29])([F:28])[F:27])[CH:25]=4)[C:18]([O:21][CH3:22])=[CH:19][CH:20]=3)=[CH:12][CH:13]=2)[CH:8]=[CH:7][C:6]1=[O:30])[CH3:32], predict the reactants needed to synthesize it. The reactants are: Br[CH2:2][CH2:3][CH2:4][N:5]1[C:14]2[C:9](=[CH:10][C:11]([C:15]3[C:16]4[N:17]([N:23]=[C:24]([C:26]([F:29])([F:28])[F:27])[CH:25]=4)[C:18]([O:21][CH3:22])=[CH:19][CH:20]=3)=[CH:12][CH:13]=2)[CH:8]=[CH:7][C:6]1=[O:30].[CH2:31]([NH2:33])[CH3:32]. (3) The reactants are: Br[C:2]1[CH:11]=[CH:10][C:9]([N+:12]([O-])=O)=[C:8]2[C:3]=1[CH:4]=[CH:5][N:6]=[CH:7]2. Given the product [CH:7]1[C:8]2[C:3](=[CH:2][CH:11]=[CH:10][C:9]=2[NH2:12])[CH:4]=[CH:5][N:6]=1, predict the reactants needed to synthesize it. (4) Given the product [CH:1]([N:4]1[C:12]2[C:7](=[CH:8][CH:9]=[C:10]([CH:13]=[O:14])[CH:11]=2)[CH:6]=[CH:5]1)([CH3:3])[CH3:2], predict the reactants needed to synthesize it. The reactants are: [CH:1]([N:4]1[C:12]2[C:7](=[CH:8][CH:9]=[C:10]([CH2:13][OH:14])[CH:11]=2)[CH:6]=[CH:5]1)([CH3:3])[CH3:2]. (5) Given the product [CH:1]1([C:5]2[C:26]([C:27]3[NH:35][C:30]4[CH2:31][N:32]([CH3:37])[CH2:33][CH2:34][C:29]=4[N:28]=3)=[CH:25][C:8]([C:9]([N:11]3[CH2:12][CH2:13][CH:14]([C:17]4[CH:24]=[CH:23][C:20]([C:21]#[N:22])=[CH:19][CH:18]=4)[CH2:15][CH2:16]3)=[O:10])=[C:7]([CH3:36])[CH:6]=2)[CH2:2][CH2:3][CH2:4]1, predict the reactants needed to synthesize it. The reactants are: [CH:1]1([C:5]2[C:26]([C:27]3[NH:35][C:30]4[CH2:31][NH:32][CH2:33][CH2:34][C:29]=4[N:28]=3)=[CH:25][C:8]([C:9]([N:11]3[CH2:16][CH2:15][CH:14]([C:17]4[CH:24]=[CH:23][C:20]([C:21]#[N:22])=[CH:19][CH:18]=4)[CH2:13][CH2:12]3)=[O:10])=[C:7]([CH3:36])[CH:6]=2)[CH2:4][CH2:3][CH2:2]1.[C:37](OC(OC)=O)(OC)=O.CCN(C(C)C)C(C)C. (6) Given the product [CH3:24][N:8]([CH3:5])[C:9]1[S:10][CH:11]=[C:12]([C:14]2[S:18][C:17]([NH:19][C:20]([NH2:22])=[NH:21])=[N:16][C:15]=2[CH3:23])[N:13]=1, predict the reactants needed to synthesize it. The reactants are: NC1C=C[C:5]([NH:8][C:9]2[S:10][CH:11]=[C:12]([C:14]3[S:18][C:17]([NH:19][C:20]([NH2:22])=[NH:21])=[N:16][C:15]=3[CH3:23])[N:13]=2)=CC=1.[CH3:24]N(C)C(N)=S. (7) Given the product [CH2:29]([S:6][C:7]1[N:8]([C:17]2[CH:18]=[CH:19][C:20]([O:23][C:24]([F:27])([F:26])[F:25])=[CH:21][CH:22]=2)[C:9](=[O:16])[C:10]2[CH:15]=[CH:14][NH:13][C:11]=2[N:12]=1)[CH3:30], predict the reactants needed to synthesize it. The reactants are: C(=O)([O-])O.[Na+].[S:6]=[C:7]1[NH:12][C:11]2[NH:13][CH:14]=[CH:15][C:10]=2[C:9](=[O:16])[N:8]1[C:17]1[CH:22]=[CH:21][C:20]([O:23][C:24]([F:27])([F:26])[F:25])=[CH:19][CH:18]=1.I[CH2:29][CH3:30]. (8) Given the product [CH3:49][N:48]([CH3:50])[CH:45]1[CH2:46][CH2:47][N:42]([C:39]2[N:38]=[C:37]3[NH:33][C:34]([C:11]([C:12]4[CH:17]=[CH:16][C:15]([C:18]#[N:19])=[C:14]([C:20]5[C:21]([CH3:27])=[N:22][N:23]([CH3:26])[C:24]=5[CH3:25])[CH:13]=4)=[O:28])=[N:35][C:36]3=[CH:41][CH:40]=2)[CH2:43][CH2:44]1, predict the reactants needed to synthesize it. The reactants are: [Li+].CC([N-]C(C)C)C.CO[C:11](=[O:28])[C:12]1[CH:17]=[CH:16][C:15]([C:18]#[N:19])=[C:14]([C:20]2[C:21]([CH3:27])=[N:22][N:23]([CH3:26])[C:24]=2[CH3:25])[CH:13]=1.CN(C[N:33]1[C:37]2=[N:38][C:39]([N:42]3[CH2:47][CH2:46][CH:45]([N:48]([CH3:50])[CH3:49])[CH2:44][CH2:43]3)=[CH:40][CH:41]=[C:36]2[N:35]=[CH:34]1)C. (9) Given the product [CH2:20]([Sn:15]([CH2:11][CH2:12][CH2:13][CH3:14])([CH2:16][CH2:17][CH2:18][CH3:19])[C:2]1[S:1][CH:5]=[CH:4][CH:3]=1)[CH2:21][CH2:22][CH3:23], predict the reactants needed to synthesize it. The reactants are: [S:1]1[CH:5]=[CH:4][CH:3]=[CH:2]1.[Li]CCCC.[CH2:11]([Sn:15](Cl)([CH2:20][CH2:21][CH2:22][CH3:23])[CH2:16][CH2:17][CH2:18][CH3:19])[CH2:12][CH2:13][CH3:14].CCCCCC. (10) Given the product [OH:14][CH:8]([CH2:9][CH2:10][CH2:11][CH2:12][CH3:13])[CH2:2][C:3]([O:5][CH2:6][CH3:7])=[O:4], predict the reactants needed to synthesize it. The reactants are: Br[CH2:2][C:3]([O:5][CH2:6][CH3:7])=[O:4].[CH:8](=[O:14])[CH2:9][CH2:10][CH2:11][CH2:12][CH3:13].S(=O)(=O)(O)O.